From a dataset of Peptide-MHC class I binding affinity with 185,985 pairs from IEDB/IMGT. Regression. Given a peptide amino acid sequence and an MHC pseudo amino acid sequence, predict their binding affinity value. This is MHC class I binding data. (1) The peptide sequence is AESICSYWL. The MHC is HLA-A26:01 with pseudo-sequence HLA-A26:01. The binding affinity (normalized) is 0.0847. (2) The MHC is HLA-A32:15 with pseudo-sequence HLA-A32:15. The peptide sequence is MTMITPPTF. The binding affinity (normalized) is 0.723. (3) The peptide sequence is NTNLIKCSDH. The MHC is HLA-A03:01 with pseudo-sequence HLA-A03:01. The binding affinity (normalized) is 0. (4) The binding affinity (normalized) is 0.170. The peptide sequence is CFTSLVWAPLILA. The MHC is HLA-A03:01 with pseudo-sequence HLA-A03:01. (5) The peptide sequence is EVKLFIVPDA. The MHC is HLA-A02:01 with pseudo-sequence HLA-A02:01. The binding affinity (normalized) is 0. (6) The peptide sequence is SAFVRFSTDK. The MHC is HLA-A68:01 with pseudo-sequence HLA-A68:01. The binding affinity (normalized) is 0.567.